Dataset: Reaction yield outcomes from USPTO patents with 853,638 reactions. Task: Predict the reaction yield, written as a fraction of the theoretical maximum amount of product (1.0 means a 100% yield; for example, 0.34 means a 34% yield). (1) The reactants are [Br:1][C:2]1[CH:3]=[C:4]([NH2:21])[C:5]([NH:8][CH2:9][C:10]2[CH:20]=[CH:19][C:13]3[N:14]=[C:15]([S:17][CH3:18])[O:16][C:12]=3[CH:11]=2)=[CH:6][CH:7]=1.[CH:22](OCC)(OCC)OCC. The catalyst is C(O)=O. The product is [Br:1][C:2]1[CH:7]=[CH:6][C:5]2[N:8]([CH2:9][C:10]3[CH:20]=[CH:19][C:13]4[N:14]=[C:15]([S:17][CH3:18])[O:16][C:12]=4[CH:11]=3)[CH:22]=[N:21][C:4]=2[CH:3]=1. The yield is 0.683. (2) The reactants are [C:1]([C:5]1[O:9][N:8]=[C:7]([NH2:10])[CH:6]=1)([CH3:4])([CH3:3])[CH3:2].C(=O)([O-])[O-].[K+].[K+].Cl[C:18]([O:20][C:21]1[CH:26]=[CH:25][CH:24]=[CH:23][CH:22]=1)=[O:19]. The catalyst is C1COCC1. The product is [C:1]([C:5]1[O:9][N:8]=[C:7]([NH:10][C:18](=[O:19])[O:20][C:21]2[CH:26]=[CH:25][CH:24]=[CH:23][CH:22]=2)[CH:6]=1)([CH3:4])([CH3:3])[CH3:2]. The yield is 0.780. (3) The reactants are [C:1]([O:5][C:6](=[O:35])[N:7]([CH2:24][CH2:25][CH2:26][NH:27][C:28]([O:30][C:31]([CH3:34])([CH3:33])[CH3:32])=[O:29])[CH2:8][C:9]1[CH:14]=[CH:13][C:12](B2OC(C)(C)C(C)(C)O2)=[CH:11][CH:10]=1)([CH3:4])([CH3:3])[CH3:2].[CH3:36][O:37][C:38](=[O:44])[C:39](I)=[CH:40][O:41][CH3:42].[O-]P([O-])([O-])=O.[K+].[K+].[K+].O1CCOCC1. The catalyst is C1C=CC([P]([Pd]([P](C2C=CC=CC=2)(C2C=CC=CC=2)C2C=CC=CC=2)([P](C2C=CC=CC=2)(C2C=CC=CC=2)C2C=CC=CC=2)[P](C2C=CC=CC=2)(C2C=CC=CC=2)C2C=CC=CC=2)(C2C=CC=CC=2)C2C=CC=CC=2)=CC=1.O. The product is [CH3:36][O:37][C:38](=[O:44])[C:39]([C:12]1[CH:13]=[CH:14][C:9]([CH2:8][N:7]([C:6]([O:5][C:1]([CH3:4])([CH3:2])[CH3:3])=[O:35])[CH2:24][CH2:25][CH2:26][NH:27][C:28]([O:30][C:31]([CH3:34])([CH3:33])[CH3:32])=[O:29])=[CH:10][CH:11]=1)=[CH:40][O:41][CH3:42]. The yield is 0.910. (4) The reactants are I[C:2]1[C:10]2[O:9][C:8](=[O:11])[N:7]([CH2:12][C:13]([O:15][CH3:16])=[O:14])[C:6]=2[CH:5]=[C:4]([N+:17]([O-:19])=[O:18])[CH:3]=1.[C:20]([C:22]1[CH:23]=[C:24]([NH:28][C:29](=[O:35])[O:30][C:31]([CH3:34])([CH3:33])[CH3:32])[CH:25]=[CH:26][CH:27]=1)#[CH:21]. No catalyst specified. The product is [C:31]([O:30][C:29]([NH:28][C:24]1[CH:23]=[C:22]([C:20]#[C:21][C:2]2[C:10]3[O:9][C:8](=[O:11])[N:7]([CH2:12][C:13]([O:15][CH3:16])=[O:14])[C:6]=3[CH:5]=[C:4]([N+:17]([O-:19])=[O:18])[CH:3]=2)[CH:27]=[CH:26][CH:25]=1)=[O:35])([CH3:34])([CH3:33])[CH3:32]. The yield is 1.00. (5) The yield is 0.950. The reactants are [CH:1]([C:4]1[CH:26]=[CH:25][C:7]([CH2:8][C:9]2[C:22]([CH3:23])=[CH:21][C:20]([CH3:24])=[CH:19][C:10]=2[O:11][CH2:12][C:13](N2CC2C)=[O:14])=[CH:6][CH:5]=1)([CH3:3])[CH3:2].[CH2:27]([Mg]Br)[CH2:28][CH3:29].O. The product is [CH:1]([C:4]1[CH:5]=[CH:6][C:7]([CH2:8][C:9]2[C:22]([CH3:23])=[CH:21][C:20]([CH3:24])=[CH:19][C:10]=2[O:11][CH2:12][C:13](=[O:14])[CH2:27][CH2:28][CH3:29])=[CH:25][CH:26]=1)([CH3:2])[CH3:3]. The catalyst is C1COCC1.